Dataset: Catalyst prediction with 721,799 reactions and 888 catalyst types from USPTO. Task: Predict which catalyst facilitates the given reaction. (1) Reactant: [NH2:1][C:2]1[C:7]2=[CH:8][CH:9]=[C:10]([C:11]([OH:13])=O)[N:6]2[N:5]=[CH:4][N:3]=1.Cl.CN(C)CCCN=C=NCC.O.ON1C2C=CC=CC=2N=N1.[NH2:37][CH2:38][CH:39]1[O:44][CH2:43][CH2:42][N:41]([C:45]([O:47][C:48]([CH3:51])([CH3:50])[CH3:49])=[O:46])[CH2:40]1.C([O-])(O)=O.[Na+]. Product: [NH2:1][C:2]1[C:7]2=[CH:8][CH:9]=[C:10]([C:11]([NH:37][CH2:38][CH:39]3[O:44][CH2:43][CH2:42][N:41]([C:45]([O:47][C:48]([CH3:51])([CH3:50])[CH3:49])=[O:46])[CH2:40]3)=[O:13])[N:6]2[N:5]=[CH:4][N:3]=1. The catalyst class is: 3. (2) The catalyst class is: 7. Product: [N:1]1([C:15]([O:14][C:10]([CH3:13])([CH3:12])[CH3:11])=[O:16])[C:9]2[C:4](=[N:5][CH:6]=[CH:7][CH:8]=2)[CH:3]=[CH:2]1. Reactant: [NH:1]1[C:9]2[C:4](=[N:5][CH:6]=[CH:7][CH:8]=2)[CH:3]=[CH:2]1.[C:10]([O:14][C:15](=O)[O:16]C(C)(C)C)([CH3:13])([CH3:12])[CH3:11].N1C2C(=CC=CC=2)C=N1.C(=O)=O. (3) Reactant: COC1C=CC(C[N:8](CC2C=CC(OC)=CC=2)[C:9]2[N:14]=[C:13]([CH3:15])[N:12]=[C:11]([C:16]3[C:17]([NH:22][C:23]4[CH:24]=[CH:25][C:26]([NH:29][C:30]([NH:32][CH:33]([CH3:35])[CH3:34])=[O:31])=[N:27][CH:28]=4)=[N:18][CH:19]=[CH:20][CH:21]=3)[N:10]=2)=CC=1.FC(F)(F)S(O)(=O)=O. Product: [NH2:8][C:9]1[N:14]=[C:13]([CH3:15])[N:12]=[C:11]([C:16]2[C:17]([NH:22][C:23]3[CH:24]=[CH:25][C:26]([NH:29][C:30]([NH:32][CH:33]([CH3:35])[CH3:34])=[O:31])=[N:27][CH:28]=3)=[N:18][CH:19]=[CH:20][CH:21]=2)[N:10]=1. The catalyst class is: 67. (4) Reactant: [CH3:1][C:2]1[C:7]([CH2:8][NH:9][C:10]2[C:11]3[C:12](=[N:16][N:17]([CH2:19][C:20]4[CH:25]=[CH:24][C:23]([CH2:26][N:27]5[CH:32]=[CH:31][CH:30]=[CH:29][C:28]5=[O:33])=[CH:22][CH:21]=4)[CH:18]=3)[N:13]=[CH:14][N:15]=2)=[C:6]([CH3:34])[N:5]=[C:4]([NH:35]C(=O)OC(C)(C)C)[CH:3]=1.C(O)(C(F)(F)F)=O. Product: [NH2:35][C:4]1[N:5]=[C:6]([CH3:34])[C:7]([CH2:8][NH:9][C:10]2[C:11]3[C:12](=[N:16][N:17]([CH2:19][C:20]4[CH:25]=[CH:24][C:23]([CH2:26][N:27]5[CH:32]=[CH:31][CH:30]=[CH:29][C:28]5=[O:33])=[CH:22][CH:21]=4)[CH:18]=3)[N:13]=[CH:14][N:15]=2)=[C:2]([CH3:1])[CH:3]=1. The catalyst class is: 2. (5) Reactant: C(OC([N:8]1[CH2:13][CH2:12][N:11]([C:14]2[CH:19]=[CH:18][CH:17]=[C:16]([C:20]3[N:24]([CH:25]([F:27])[F:26])[C:23]4[CH:28]=[CH:29][CH:30]=[CH:31][C:22]=4[N:21]=3)[CH:15]=2)[CH2:10][CH2:9]1)=O)(C)(C)C.Cl. Product: [F:27][CH:25]([F:26])[N:24]1[C:23]2[CH:28]=[CH:29][CH:30]=[CH:31][C:22]=2[N:21]=[C:20]1[C:16]1[CH:17]=[CH:18][CH:19]=[C:14]([N:11]2[CH2:10][CH2:9][NH:8][CH2:13][CH2:12]2)[CH:15]=1. The catalyst class is: 158. (6) Reactant: CN(C)[CH:3]=[O:4].[C:6]([O:10][C:11]([NH:13][C:14]1[S:15][C:16]([Cl:70])=[C:17]([C:19](=[N:49][O:50][C:51]([C:64]2[CH:69]=[CH:68][CH:67]=[CH:66][CH:65]=2)([C:58]2[CH:63]=[CH:62][CH:61]=[CH:60][CH:59]=2)[C:52]2[CH:57]=[CH:56][CH:55]=[CH:54][CH:53]=2)[C:20]([NH:22][C@@H:23]2[C:30](=[O:31])[N:29]3[C@@H:24]2[S:25][CH2:26][C:27]([CH3:48])=[C:28]3[C:32]([O:34][CH:35]([C:42]2[CH:47]=[CH:46][CH:45]=[CH:44][CH:43]=2)[C:36]2[CH:41]=[CH:40][CH:39]=[CH:38][CH:37]=2)=[O:33])=[O:21])[N:18]=1)=[O:12])([CH3:9])([CH3:8])[CH3:7].C(OC(N(C)C)N(C)C)(C)(C)C. Product: [C:6]([O:10][C:11]([NH:13][C:14]1[S:15][C:16]([Cl:70])=[C:17]([C:19](=[N:49][O:50][C:51]([C:64]2[CH:69]=[CH:68][CH:67]=[CH:66][CH:65]=2)([C:52]2[CH:53]=[CH:54][CH:55]=[CH:56][CH:57]=2)[C:58]2[CH:63]=[CH:62][CH:61]=[CH:60][CH:59]=2)[C:20]([NH:22][C@@H:23]2[C:30](=[O:31])[N:29]3[C@@H:24]2[S:25][CH2:26][C:27]([CH2:48][CH:3]=[O:4])=[C:28]3[C:32]([O:34][CH:35]([C:42]2[CH:43]=[CH:44][CH:45]=[CH:46][CH:47]=2)[C:36]2[CH:41]=[CH:40][CH:39]=[CH:38][CH:37]=2)=[O:33])=[O:21])[N:18]=1)=[O:12])([CH3:7])([CH3:8])[CH3:9]. The catalyst class is: 13. (7) Reactant: [CH3:1][O:2][C:3]1[CH:22]=[CH:21][C:6]([O:7][C:8]2[C:16]([CH3:17])=[CH:15][C:14]([N+:18]([O-:20])=[O:19])=[C:13]3[C:9]=2[CH2:10][CH2:11][CH2:12]3)=[CH:5][CH:4]=1.[CH3:23][O:24]C(Cl)Cl. Product: [CH3:1][O:2][C:3]1[CH:22]=[CH:21][C:6]([O:7][C:8]2[C:16]([CH3:17])=[CH:15][C:14]([N+:18]([O-:20])=[O:19])=[C:13]3[C:9]=2[CH2:10][CH2:11][CH2:12]3)=[CH:5][C:4]=1[CH:23]=[O:24]. The catalyst class is: 528. (8) Reactant: [O:1]1[C:5]2[CH:6]=[CH:7][C:8]([C:10]3[S:11][CH:12]=[C:13]([C:15]([OH:17])=O)[N:14]=3)=[CH:9][C:4]=2[CH2:3][CH2:2]1.Br.[CH3:19][O:20][C:21]1[CH:30]=[CH:29][C:24]2[NH:25][C:26]([NH2:28])=[N:27][C:23]=2[CH:22]=1.F[P-](F)(F)(F)(F)F.N1(OC(N(C)C)=[N+](C)C)C2C=CC=CC=2N=N1.C(N(CC)C(C)C)(C)C. Product: [O:1]1[C:5]2[CH:6]=[CH:7][C:8]([C:10]3[S:11][CH:12]=[C:13]([C:15]([NH:28][C:26]4[NH:25][C:24]5[CH:29]=[CH:30][C:21]([O:20][CH3:19])=[CH:22][C:23]=5[N:27]=4)=[O:17])[N:14]=3)=[CH:9][C:4]=2[CH2:3][CH2:2]1. The catalyst class is: 546. (9) Reactant: [C:1]([N:4]1[CH2:9][CH2:8][C:7](=[O:10])[CH2:6][CH2:5]1)(=[O:3])[CH3:2].[CH2:11]([Mg]Br)[CH:12]=[CH2:13]. Product: [CH2:13]([C:7]1([OH:10])[CH2:8][CH2:9][N:4]([C:1](=[O:3])[CH3:2])[CH2:5][CH2:6]1)[CH:12]=[CH2:11]. The catalyst class is: 1. (10) Reactant: [C:1]([CH2:3][NH:4][C:5]([CH:7]1[CH2:12][CH2:11][CH2:10][CH2:9][CH:8]1[NH2:13])=[O:6])#[N:2].C1C=CC2N(O)N=NC=2C=1.[Cl:24][C:25]1[CH:33]=[C:32]2[C:28]([CH:29]=[C:30]([C:34](O)=[O:35])[NH:31]2)=[CH:27][CH:26]=1.CN1CCOCC1.CCN=C=NCCCN(C)C.Cl. Product: [C:1]([CH2:3][NH:4][C:5]([CH:7]1[CH2:12][CH2:11][CH2:10][CH2:9][CH:8]1[NH:13][C:34]([C:30]1[NH:31][C:32]2[C:28]([CH:29]=1)=[CH:27][CH:26]=[C:25]([Cl:24])[CH:33]=2)=[O:35])=[O:6])#[N:2]. The catalyst class is: 3.